Dataset: Full USPTO retrosynthesis dataset with 1.9M reactions from patents (1976-2016). Task: Predict the reactants needed to synthesize the given product. (1) Given the product [F:1][C:2]1[CH:3]=[CH:4][C:5]([CH2:8][C:9]2[C:11]3[C:12](=[O:32])[N:13]([C:22]4[CH:27]=[CH:26][CH:25]=[C:24]([C:28]([F:29])([F:31])[F:30])[CH:23]=4)[C:14]4[N:15]=[CH:16][CH:17]=[CH:18][C:19]=4[C:20]=3[NH:35][N:34]=2)=[CH:6][CH:7]=1, predict the reactants needed to synthesize it. The reactants are: [F:1][C:2]1[CH:7]=[CH:6][C:5]([CH2:8][C:9]([C:11]2[C:12](=[O:32])[N:13]([C:22]3[CH:27]=[CH:26][CH:25]=[C:24]([C:28]([F:31])([F:30])[F:29])[CH:23]=3)[C:14]3[C:19]([C:20]=2O)=[CH:18][CH:17]=[CH:16][N:15]=3)=O)=[CH:4][CH:3]=1.O.[NH2:34][NH2:35].C(=O)([O-])O.[Na+]. (2) Given the product [CH2:12]([NH:6][C:5]1[CH:7]=[CH:8][C:2]([F:1])=[CH:3][CH:4]=1)[CH:11]=[CH2:10], predict the reactants needed to synthesize it. The reactants are: [F:1][C:2]1[CH:8]=[CH:7][C:5]([NH2:6])=[CH:4][CH:3]=1.[Li][CH2:10][CH2:11][CH2:12]C.C(Br)C=C.